This data is from Catalyst prediction with 721,799 reactions and 888 catalyst types from USPTO. The task is: Predict which catalyst facilitates the given reaction. (1) Reactant: [CH3:1][C:2]1[CH:3]=[C:4]([C:13]2[C:14]([CH2:24][N:25]([CH3:36])[CH2:26][CH2:27][NH:28]C(=O)OC(C)(C)C)=[CH:15][N:16](C3CCCCO3)C=2)[CH:5]=[C:6]([CH3:12])[C:7]=1[O:8][CH:9]([CH3:11])[CH3:10].O.C(O)(C(F)(F)F)=O.CC#[N:47]. Product: [CH:9]([O:8][C:7]1[C:2]([CH3:1])=[CH:3][C:4]([C:13]2[C:14]([CH2:24][N:25]([CH3:36])[CH2:26][CH2:27][NH2:28])=[CH:15][NH:16][N:47]=2)=[CH:5][C:6]=1[CH3:12])([CH3:11])[CH3:10]. The catalyst class is: 33. (2) Reactant: C[Si]([C:5]#[C:6][C:7]1[CH:8]=[C:9]([O:13][CH:14]([CH2:24][CH3:25])[C:15]([NH:17][C:18]([CH3:23])([CH3:22])[C:19]#[C:20][CH3:21])=[O:16])[CH:10]=[N:11][CH:12]=1)(C)C.[F-].C([N+](CCCC)(CCCC)CCCC)CCC.C(OCC)C.CCCCCC. Product: [C:6]([C:7]1[CH:8]=[C:9]([O:13][CH:14]([CH2:24][CH3:25])[C:15]([NH:17][C:18]([CH3:23])([CH3:22])[C:19]#[C:20][CH3:21])=[O:16])[CH:10]=[N:11][CH:12]=1)#[CH:5]. The catalyst class is: 489.